From a dataset of Forward reaction prediction with 1.9M reactions from USPTO patents (1976-2016). Predict the product of the given reaction. (1) Given the reactants [N:1]12[CH2:8][CH2:7][C:4]([C:9]([C:17]3[CH:22]=[CH:21][CH:20]=[CH:19][CH:18]=3)([C:11]3[CH:16]=[CH:15][CH:14]=[CH:13][CH:12]=3)[OH:10])([CH2:5][CH2:6]1)[CH2:3][CH2:2]2.[Br:23][CH2:24][CH2:25][CH2:26][O:27][C:28]1[CH:29]=[C:30]([C:34]2[CH:39]=[CH:38][CH:37]=[CH:36][CH:35]=2)[CH:31]=[CH:32][CH:33]=1, predict the reaction product. The product is: [Br-:23].[C:30]1([C:34]2[CH:39]=[CH:38][CH:37]=[CH:36][CH:35]=2)[CH:31]=[CH:32][CH:33]=[C:28]([O:27][CH2:26][CH2:25][CH2:24][N+:1]23[CH2:6][CH2:5][C:4]([C:9]([OH:10])([C:17]4[CH:22]=[CH:21][CH:20]=[CH:19][CH:18]=4)[C:11]4[CH:12]=[CH:13][CH:14]=[CH:15][CH:16]=4)([CH2:3][CH2:2]2)[CH2:7][CH2:8]3)[CH:29]=1. (2) Given the reactants [Br:1][C:2]1[CH:11]=[C:10]2[C:5]([N:6]=[CH:7][C:8](Cl)=[N:9]2)=[CH:4][CH:3]=1.[CH:13]([B-](F)(F)F)=[CH2:14].[K+].C(Cl)Cl.O, predict the reaction product. The product is: [Br:1][C:2]1[CH:11]=[C:10]2[C:5]([N:6]=[CH:7][C:8]([CH:13]=[CH2:14])=[N:9]2)=[CH:4][CH:3]=1. (3) Given the reactants [NH2:1][N:2]1[C:7](=[O:8])[C:6]([C:9]2[NH:14][C:13]3[CH:15]=[CH:16][CH:17]=[CH:18][C:12]=3[S:11](=[O:20])(=[O:19])[N:10]=2)=[C:5]([OH:21])[C:4]2[S:22][CH:23]=[CH:24][C:3]1=2.[CH3:25][C:26]1[CH:33]=[CH:32][CH:31]=[CH:30][C:27]=1[CH:28]=O, predict the reaction product. The product is: [O:19]=[S:11]1(=[O:20])[C:12]2[CH:18]=[CH:17][CH:16]=[CH:15][C:13]=2[NH:14][C:9]([C:6]2[C:7](=[O:8])[N:2]([N:1]=[CH:25][C:26]3[CH:33]=[CH:32][CH:31]=[CH:30][C:27]=3[CH3:28])[C:3]3[CH:24]=[CH:23][S:22][C:4]=3[C:5]=2[OH:21])=[N:10]1.